This data is from Reaction yield outcomes from USPTO patents with 853,638 reactions. The task is: Predict the reaction yield, written as a fraction of the theoretical maximum amount of product (1.0 means a 100% yield; for example, 0.34 means a 34% yield). (1) The reactants are C([O:4][CH2:5][C:6]1[C:7]([N:36]2[CH2:48][CH2:47][N:39]3[C:40]4[CH2:41][CH2:42][CH2:43][CH2:44][C:45]=4[CH:46]=[C:38]3[C:37]2=[O:49])=[N:8][CH:9]=[CH:10][C:11]=1[C:12]1[CH:17]=[C:16]([NH:18][C:19]2[N:20]=[CH:21][N:22]([CH:24]3[CH2:29][CH2:28][N:27]([CH:30]4[CH2:33][O:32][CH2:31]4)[CH2:26][CH2:25]3)[CH:23]=2)[C:15](=[O:34])[N:14]([CH3:35])[CH:13]=1)(=O)C.[OH-].[Li+]. The catalyst is C(O)(C)C.C1COCC1.O. The product is [OH:4][CH2:5][C:6]1[C:7]([N:36]2[CH2:48][CH2:47][N:39]3[C:40]4[CH2:41][CH2:42][CH2:43][CH2:44][C:45]=4[CH:46]=[C:38]3[C:37]2=[O:49])=[N:8][CH:9]=[CH:10][C:11]=1[C:12]1[CH:17]=[C:16]([NH:18][C:19]2[N:20]=[CH:21][N:22]([CH:24]3[CH2:29][CH2:28][N:27]([CH:30]4[CH2:33][O:32][CH2:31]4)[CH2:26][CH2:25]3)[CH:23]=2)[C:15](=[O:34])[N:14]([CH3:35])[CH:13]=1. The yield is 0.300. (2) The reactants are [CH:1]1([C:4]2[NH:8][C:7]3[C:9]([C:14]([OH:16])=O)=[CH:10][CH:11]=[C:12]([OH:13])[C:6]=3[N:5]=2)[CH2:3][CH2:2]1.[NH2:17][CH2:18][CH:19]1[CH2:24][CH2:23][CH2:22][CH2:21][N:20]1C(OC(C)(C)C)=O. No catalyst specified. The product is [CH:1]1([C:4]2[NH:8][C:7]3[C:9]([C:14]([NH:17][CH2:18][CH:19]4[CH2:24][CH2:23][CH2:22][CH2:21][NH:20]4)=[O:16])=[CH:10][CH:11]=[C:12]([OH:13])[C:6]=3[N:5]=2)[CH2:2][CH2:3]1. The yield is 0.170. (3) The reactants are [F:1][C:2]([F:12])([F:11])[C:3]1[CH:9]=[C:8]([Br:10])[CH:7]=[CH:6][C:4]=1[NH2:5].[C:13](OC(=O)C)(=[O:15])[CH3:14]. The yield is 0.900. The catalyst is O1CCCC1. The product is [Br:10][C:8]1[CH:7]=[CH:6][C:4]([NH:5][C:13](=[O:15])[CH3:14])=[C:3]([C:2]([F:1])([F:11])[F:12])[CH:9]=1.